From a dataset of HIV replication inhibition screening data with 41,000+ compounds from the AIDS Antiviral Screen. Binary Classification. Given a drug SMILES string, predict its activity (active/inactive) in a high-throughput screening assay against a specified biological target. (1) The drug is Cn1nc(-c2ccccc2)c(N=[N+]=[N-])cc1=O. The result is 0 (inactive). (2) The molecule is COC1C(C(=NO)n2cnc3c(Cl)ncnc32)OC2OC(C)(C)OC21. The result is 0 (inactive).